This data is from Forward reaction prediction with 1.9M reactions from USPTO patents (1976-2016). The task is: Predict the product of the given reaction. (1) The product is: [NH2:21][CH2:20][C:10]1([OH:13])[CH2:9][CH2:8][CH:7]([O:6][C:5]2[CH:4]=[CH:3][C:2]([Cl:1])=[CH:15][CH:14]=2)[CH2:12][CH2:11]1. Given the reactants [Cl:1][C:2]1[CH:15]=[CH:14][C:5]([O:6][CH:7]2[CH2:12][CH2:11][C:10](=[O:13])[CH2:9][CH2:8]2)=[CH:4][CH:3]=1.[Si]([C:20]#[N:21])(C)(C)C.[H-].[H-].[H-].[H-].[Li+].[Al+3], predict the reaction product. (2) Given the reactants O=[C:2]([CH3:17])[CH2:3][C:4]1[CH:13]=[CH:12][C:7]([C:8]([O:10][CH3:11])=[O:9])=[CH:6][C:5]=1[N+:14]([O-])=O, predict the reaction product. The product is: [CH3:11][O:10][C:8]([C:7]1[CH:6]=[C:5]2[C:4]([CH:3]=[C:2]([CH3:17])[NH:14]2)=[CH:13][CH:12]=1)=[O:9]. (3) Given the reactants Cl.[Cl:2][C:3]1[CH:13]=[CH:12][C:6]2[CH2:7][CH2:8][NH:9][CH2:10][CH2:11][C:5]=2[C:4]=1[CH2:14][S:15][C:16]1[NH:17][CH:18]=[CH:19][N:20]=1.C([O-])([O-])=O.[Na+].[Na+].C(Cl)Cl, predict the reaction product. The product is: [Cl:2][C:3]1[CH:13]=[CH:12][C:6]2[CH2:7][CH2:8][NH:9][CH2:10][CH2:11][C:5]=2[C:4]=1[CH2:14][S:15][C:16]1[NH:20][CH:19]=[CH:18][N:17]=1. (4) Given the reactants [CH2:1]([O:3][C:4]([C:6]1[C:7]([O:12][CH:13]([CH3:24])[C:14]([C:16]2[CH:21]=[CH:20][C:19]([CH3:22])=[CH:18][C:17]=2[CH3:23])=O)=[N:8][NH:9][C:10]=1[CH3:11])=[O:5])[CH3:2].O.C1(C)C=CC(S(O)(=O)=O)=CC=1, predict the reaction product. The product is: [CH2:1]([O:3][C:4]([C:6]1[C:10]([CH3:11])=[N:9][N:8]2[C:14]([C:16]3[CH:21]=[CH:20][C:19]([CH3:22])=[CH:18][C:17]=3[CH3:23])=[C:13]([CH3:24])[O:12][C:7]=12)=[O:5])[CH3:2]. (5) Given the reactants [Cl:1][C:2]1[N:7]=[C:6]([NH:8][C:9]2[CH:10]=[C:11]3[C:16](=[CH:17][CH:18]=2)[N:15]=[C:14]([CH3:19])[CH:13]=[CH:12]3)[C:5]([NH2:20])=[CH:4][N:3]=1.[N:21](OCCCC)=O, predict the reaction product. The product is: [Cl:1][C:2]1[N:3]=[CH:4][C:5]2[N:20]=[N:21][N:8]([C:9]3[CH:10]=[C:11]4[C:16](=[CH:17][CH:18]=3)[N:15]=[C:14]([CH3:19])[CH:13]=[CH:12]4)[C:6]=2[N:7]=1.